Task: Predict which catalyst facilitates the given reaction.. Dataset: Catalyst prediction with 721,799 reactions and 888 catalyst types from USPTO (1) Reactant: Cl[C:2]1[N:3]=[N:4][C:5]([O:8][CH:9]2[CH2:14][CH2:13][CH:12]([O:15][C:16]3[N:21]=[CH:20][C:19]([CH2:22][CH3:23])=[CH:18][N:17]=3)[CH2:11][CH2:10]2)=[CH:6][CH:7]=1.[CH3:24][S:25]([C:28]1[CH:34]=[CH:33][C:31]([NH2:32])=[CH:30][CH:29]=1)(=[O:27])=[O:26].CC(C1C=C(C(C)C)C(C2C=CC=CC=2P(C2CCCCC2)C2CCCCC2)=C(C(C)C)C=1)C.C(O[Na])(C)(C)C. Product: [CH2:22]([C:19]1[CH:18]=[N:17][C:16]([O:15][CH:12]2[CH2:13][CH2:14][CH:9]([O:8][C:5]3[N:4]=[N:3][C:2]([NH:32][C:31]4[CH:30]=[CH:29][C:28]([S:25]([CH3:24])(=[O:27])=[O:26])=[CH:34][CH:33]=4)=[CH:7][CH:6]=3)[CH2:10][CH2:11]2)=[N:21][CH:20]=1)[CH3:23]. The catalyst class is: 101. (2) Reactant: Br[CH2:2][C:3]1[CH:8]=[CH:7][C:6]([O:9][CH3:10])=[CH:5][C:4]=1[N+:11]([O-:13])=[O:12].[C-:14]#[N:15].[K+]. Product: [CH3:10][O:9][C:6]1[CH:7]=[CH:8][C:3]([CH2:2][C:14]#[N:15])=[C:4]([N+:11]([O-:13])=[O:12])[CH:5]=1. The catalyst class is: 738. (3) Reactant: [CH3:1][C:2]1[CH:7]=[CH:6][C:5]([S:8]([O:11][CH2:12][CH2:13][N:14]2[CH:18]=[C:17]([I:19])[CH:16]=[C:15]2[CH:20]=[O:21])(=[O:10])=[O:9])=[CH:4][CH:3]=1.[BH4-].[Na+].C(O)(=O)C. Product: [CH3:1][C:2]1[CH:3]=[CH:4][C:5]([S:8]([O:11][CH2:12][CH2:13][N:14]2[CH:18]=[C:17]([I:19])[CH:16]=[C:15]2[CH2:20][OH:21])(=[O:10])=[O:9])=[CH:6][CH:7]=1. The catalyst class is: 8. (4) Reactant: [Cl:1][C:2]1[CH:3]=[C:4]([NH:9][C:10]2[C:11]3[CH2:18][C:17](=[O:19])[NH:16][C:12]=3[N:13]=[CH:14][N:15]=2)[CH:5]=[CH:6][C:7]=1[F:8].[CH2:20]([N:22]1[CH2:27][CH2:26][N:25]([C:28]([C:30]2[NH:34][C:33]([CH:35]=O)=[C:32]([CH3:37])[CH:31]=2)=[O:29])[CH2:24][CH2:23]1)[CH3:21]. Product: [Cl:1][C:2]1[CH:3]=[C:4]([NH:9][C:10]2[C:11]3[C:18](=[CH:35][C:33]4[NH:34][C:30]([C:28]([N:25]5[CH2:24][CH2:23][N:22]([CH2:20][CH3:21])[CH2:27][CH2:26]5)=[O:29])=[CH:31][C:32]=4[CH3:37])[C:17](=[O:19])[NH:16][C:12]=3[N:13]=[CH:14][N:15]=2)[CH:5]=[CH:6][C:7]=1[F:8]. The catalyst class is: 495.